Task: Predict which catalyst facilitates the given reaction.. Dataset: Catalyst prediction with 721,799 reactions and 888 catalyst types from USPTO (1) Reactant: [N+:1]([C:4]1[CH:9]=[CH:8][C:7]([CH:10]2[CH2:15][NH:14][CH2:13][CH2:12][S:11]2)=[CH:6][CH:5]=1)([O-])=O.[C:16](O[C:16]([O:18][C:19]([CH3:22])([CH3:21])[CH3:20])=[O:17])([O:18][C:19]([CH3:22])([CH3:21])[CH3:20])=[O:17]. Product: [C:19]([O:18][C:16]([N:14]1[CH2:13][CH2:12][S:11][CH:10]([C:7]2[CH:8]=[CH:9][C:4]([NH2:1])=[CH:5][CH:6]=2)[CH2:15]1)=[O:17])([CH3:22])([CH3:21])[CH3:20]. The catalyst class is: 7. (2) Reactant: [O:1]1CCCO[CH:2]1[C:7]1[C:12]([CH3:13])=[CH:11][C:10]([CH2:14][OH:15])=[C:9]([CH3:16])[C:8]=1[CH3:17].C(=O)(O)[O-].[Na+]. Product: [OH:15][CH2:14][C:10]1[CH:11]=[C:12]([CH3:13])[C:7]([CH:2]=[O:1])=[C:8]([CH3:17])[C:9]=1[CH3:16]. The catalyst class is: 15. (3) Reactant: [CH:1]1([CH2:4][O:5][C:6]2[CH:7]=[C:8]([CH:12]=[CH:13][C:14]=2/[CH:15]=[N:16]\[O:17][CH3:18])[C:9]([OH:11])=[O:10])[CH2:3][CH2:2]1.[CH:19]1N=CN(C(N2C=NC=C2)=O)C=1. Product: [CH:1]1([CH2:4][O:5][C:6]2[CH:7]=[C:8]([CH:12]=[CH:13][C:14]=2/[CH:15]=[N:16]\[O:17][CH3:18])[C:9]([O:11][CH3:19])=[O:10])[CH2:3][CH2:2]1. The catalyst class is: 10. (4) Reactant: CC(OC([NH:8][CH:9]1[C@@H:14]2[C@H:10]1[CH2:11][N:12]([C:15]([O:17][CH2:18][C:19]1[CH:24]=[CH:23][CH:22]=[CH:21][CH:20]=1)=[O:16])[CH2:13]2)=O)(C)C.C(O)(C(F)(F)F)=O.C(=O)(O)[O-].C(=O)([O-])[O-].[K+].[K+]. The catalyst class is: 2. Product: [NH2:8][CH:9]1[C@@H:14]2[C@H:10]1[CH2:11][N:12]([C:15]([O:17][CH2:18][C:19]1[CH:24]=[CH:23][CH:22]=[CH:21][CH:20]=1)=[O:16])[CH2:13]2. (5) Reactant: [F:1][C:2]1[CH:7]=[CH:6][C:5]([C:8]2[C@@H:12]([OH:13])[CH2:11][CH2:10][C:9]=2[C:14]([O:16]C)=[O:15])=[CH:4][CH:3]=1.C1COCC1.OS([O-])(=O)=O.[Na+]. Product: [F:1][C:2]1[CH:3]=[CH:4][C:5]([C@@H:8]2[C@@H:12]([OH:13])[CH2:11][CH2:10][C@H:9]2[C:14]([OH:16])=[O:15])=[CH:6][CH:7]=1. The catalyst class is: 11. (6) Reactant: [C:1]([Si:5]([CH3:11])([CH3:10])[O:6][CH2:7][C:8]#[CH:9])([CH3:4])([CH3:3])[CH3:2].[Li]CCCC.[O:17]=[C:18]1[CH2:23][CH2:22][N:21]([C:24]([O:26][C:27]([CH3:30])([CH3:29])[CH3:28])=[O:25])[CH2:20][CH2:19]1. The catalyst class is: 1. Product: [Si:5]([O:6][CH2:7][C:8]#[C:9][C:18]1([OH:17])[CH2:19][CH2:20][N:21]([C:24]([O:26][C:27]([CH3:29])([CH3:28])[CH3:30])=[O:25])[CH2:22][CH2:23]1)([C:1]([CH3:3])([CH3:4])[CH3:2])([CH3:10])[CH3:11]. (7) Reactant: C([Li])CCC.[CH2:6]([C@H:13]1[CH2:17][O:16][C:15](=[O:18])[NH:14]1)[C:7]1[CH:12]=[CH:11][CH:10]=[CH:9][CH:8]=1.[CH3:19][O:20][C:21]1[CH:26]=[CH:25][C:24]([CH2:27][C:28](Cl)=[O:29])=[CH:23][CH:22]=1. Product: [CH2:6]([C@H:13]1[CH2:17][O:16][C:15](=[O:18])[N:14]1[C:28](=[O:29])[CH2:27][C:24]1[CH:25]=[CH:26][C:21]([O:20][CH3:19])=[CH:22][CH:23]=1)[C:7]1[CH:8]=[CH:9][CH:10]=[CH:11][CH:12]=1. The catalyst class is: 1. (8) Reactant: [F:1][C:2]1[CH:7]=[CH:6][CH:5]=[C:4]([CH3:8])[C:3]=1[CH3:9].C(O)(=O)C.[Br:14]Br. Product: [F:1][C:2]1[CH:7]=[CH:6][C:5]([Br:14])=[C:4]([CH3:8])[C:3]=1[CH3:9]. The catalyst class is: 6. (9) Reactant: Br[C:2]1[CH:8]=[CH:7][C:5]([NH2:6])=[C:4]([N+:9]([O-:11])=[O:10])[CH:3]=1.[CH:12]1(B(O)O)[CH2:14][CH2:13]1.P([O-])([O-])([O-])=O.[K+].[K+].[K+].C1(P)CCCCC1. Product: [CH:12]1([C:2]2[CH:8]=[CH:7][C:5]([NH2:6])=[C:4]([N+:9]([O-:11])=[O:10])[CH:3]=2)[CH2:14][CH2:13]1. The catalyst class is: 493. (10) Reactant: [CH3:1][S:2]([C:5]1[CH:12]=[CH:11][C:8]([CH2:9][NH2:10])=[CH:7][CH:6]=1)(=[O:4])=[O:3].[O:13]1[CH2:22][CH:14]1[CH2:15][C:16]1[CH:21]=[CH:20][CH:19]=[CH:18][CH:17]=1. Product: [CH3:1][S:2]([C:5]1[CH:12]=[CH:11][C:8]([CH2:9][NH:10][CH2:22][CH:14]([OH:13])[CH2:15][C:16]2[CH:21]=[CH:20][CH:19]=[CH:18][CH:17]=2)=[CH:7][CH:6]=1)(=[O:3])=[O:4]. The catalyst class is: 41.